Dataset: Catalyst prediction with 721,799 reactions and 888 catalyst types from USPTO. Task: Predict which catalyst facilitates the given reaction. Reactant: [CH2:1]([N:8]1[C:16]2[C:11](=[CH:12][C:13]([Cl:17])=[CH:14][CH:15]=2)[C:10](=[O:18])[C:9]1=[O:19])[C:2]1[CH:7]=[CH:6][CH:5]=[CH:4][CH:3]=1.[N+:20]([CH3:23])([O-:22])=[O:21]. Product: [CH2:1]([N:8]1[C:16]2[C:11](=[CH:12][C:13]([Cl:17])=[CH:14][CH:15]=2)[C:10]([OH:18])([CH2:23][N+:20]([O-:22])=[O:21])[C:9]1=[O:19])[C:2]1[CH:3]=[CH:4][CH:5]=[CH:6][CH:7]=1. The catalyst class is: 6.